Dataset: NCI-60 drug combinations with 297,098 pairs across 59 cell lines. Task: Regression. Given two drug SMILES strings and cell line genomic features, predict the synergy score measuring deviation from expected non-interaction effect. (1) Drug 1: C1CCC(C1)C(CC#N)N2C=C(C=N2)C3=C4C=CNC4=NC=N3. Drug 2: C1CN(P(=O)(OC1)NCCCl)CCCl. Cell line: A498. Synergy scores: CSS=5.75, Synergy_ZIP=0.299, Synergy_Bliss=4.49, Synergy_Loewe=2.27, Synergy_HSA=2.83. (2) Drug 1: CC1CCC2CC(C(=CC=CC=CC(CC(C(=O)C(C(C(=CC(C(=O)CC(OC(=O)C3CCCCN3C(=O)C(=O)C1(O2)O)C(C)CC4CCC(C(C4)OC)OCCO)C)C)O)OC)C)C)C)OC. Drug 2: B(C(CC(C)C)NC(=O)C(CC1=CC=CC=C1)NC(=O)C2=NC=CN=C2)(O)O. Cell line: A498. Synergy scores: CSS=62.4, Synergy_ZIP=-4.91, Synergy_Bliss=-3.80, Synergy_Loewe=-3.33, Synergy_HSA=-2.86. (3) Drug 1: CN1C(=O)N2C=NC(=C2N=N1)C(=O)N. Drug 2: CCN(CC)CCCC(C)NC1=C2C=C(C=CC2=NC3=C1C=CC(=C3)Cl)OC. Cell line: NCIH23. Synergy scores: CSS=22.9, Synergy_ZIP=-2.75, Synergy_Bliss=-3.90, Synergy_Loewe=-37.7, Synergy_HSA=-2.80. (4) Drug 1: CS(=O)(=O)C1=CC(=C(C=C1)C(=O)NC2=CC(=C(C=C2)Cl)C3=CC=CC=N3)Cl. Drug 2: C1CN1P(=S)(N2CC2)N3CC3. Cell line: NCIH23. Synergy scores: CSS=17.1, Synergy_ZIP=-6.66, Synergy_Bliss=-6.89, Synergy_Loewe=-14.6, Synergy_HSA=-7.08. (5) Drug 1: CC12CCC(CC1=CCC3C2CCC4(C3CC=C4C5=CN=CC=C5)C)O. Drug 2: CC=C1C(=O)NC(C(=O)OC2CC(=O)NC(C(=O)NC(CSSCCC=C2)C(=O)N1)C(C)C)C(C)C. Cell line: NCI-H460. Synergy scores: CSS=7.05, Synergy_ZIP=-9.30, Synergy_Bliss=-12.6, Synergy_Loewe=-62.6, Synergy_HSA=-12.8. (6) Drug 1: C1=CC=C(C(=C1)C(C2=CC=C(C=C2)Cl)C(Cl)Cl)Cl. Drug 2: CC(C)NC(=O)C1=CC=C(C=C1)CNNC.Cl. Cell line: IGROV1. Synergy scores: CSS=0.129, Synergy_ZIP=-0.426, Synergy_Bliss=-0.886, Synergy_Loewe=0.174, Synergy_HSA=-0.305. (7) Drug 1: CC1=C2C(C(=O)C3(C(CC4C(C3C(C(C2(C)C)(CC1OC(=O)C(C(C5=CC=CC=C5)NC(=O)OC(C)(C)C)O)O)OC(=O)C6=CC=CC=C6)(CO4)OC(=O)C)OC)C)OC. Drug 2: C1=CN(C=N1)CC(O)(P(=O)(O)O)P(=O)(O)O. Cell line: A498. Synergy scores: CSS=22.2, Synergy_ZIP=0.185, Synergy_Bliss=-0.906, Synergy_Loewe=-18.9, Synergy_HSA=-0.963.